From a dataset of Forward reaction prediction with 1.9M reactions from USPTO patents (1976-2016). Predict the product of the given reaction. (1) Given the reactants CO[CH:3]([O:6][CH3:7])[O:4][CH3:5].[O:8]1[CH2:13][CH2:12]C(=O)[CH2:10][CH2:9]1.[I:15]I, predict the reaction product. The product is: [I:15][CH:10]1[C:3]([O:4][CH3:5])([O:6][CH3:7])[CH2:12][CH2:13][O:8][CH2:9]1. (2) Given the reactants [O:1]1[CH2:6][CH2:5][O:4][C:3]2[CH:7]=[C:8]([OH:11])[CH:9]=[CH:10][C:2]1=2.C([O-])([O-])=O.[Cs+].[Cs+].Cl[C:19]1[N:24]=[CH:23][N:22]=[C:21]([NH:25][C:26]2[CH:31]=[CH:30][CH:29]=[C:28]([NH2:32])[N:27]=2)[CH:20]=1.O, predict the reaction product. The product is: [O:1]1[CH2:6][CH2:5][O:4][C:3]2[CH:7]=[C:8]([O:11][C:19]3[N:24]=[CH:23][N:22]=[C:21]([NH:25][C:26]4[CH:31]=[CH:30][CH:29]=[C:28]([NH2:32])[N:27]=4)[CH:20]=3)[CH:9]=[CH:10][C:2]1=2.